Dataset: Catalyst prediction with 721,799 reactions and 888 catalyst types from USPTO. Task: Predict which catalyst facilitates the given reaction. (1) Reactant: C(Cl)(=O)C(Cl)=O.CS(C)=O.[F:11][C:12]1[CH:46]=[CH:45][CH:44]=[CH:43][C:13]=1[CH2:14][N:15]1[CH:24]([C:25]([N:27]2[CH2:36][CH2:35][C:34]3[C:29](=[CH:30][C:31]([O:39][CH3:40])=[C:32]([O:37][CH3:38])[CH:33]=3)[C@H:28]2[CH2:41][OH:42])=[O:26])[CH2:23][C:22]2[C:17](=[CH:18][CH:19]=[CH:20][CH:21]=2)[CH2:16]1. Product: [F:11][C:12]1[CH:46]=[CH:45][CH:44]=[CH:43][C:13]=1[CH2:14][N:15]1[CH:24]([C:25]([N:27]2[CH2:36][CH2:35][C:34]3[C:29](=[CH:30][C:31]([O:39][CH3:40])=[C:32]([O:37][CH3:38])[CH:33]=3)[C@H:28]2[CH:41]=[O:42])=[O:26])[CH2:23][C:22]2[C:17](=[CH:18][CH:19]=[CH:20][CH:21]=2)[CH2:16]1. The catalyst class is: 2. (2) Reactant: [CH3:1][C:2]1[C:10]2[C:6](=[CH:7][N:8](COCC[Si](C)(C)C)[N:9]=2)[CH:5]=[C:4]([CH2:19][CH:20]([C:41]2[CH:42]=[C:43]([CH:47]=[CH:48][N:49]=2)[C:44]([OH:46])=O)[O:21][C:22]([N:24]2[CH2:29][CH2:28][CH:27]([N:30]3[CH2:39][C:38]4[C:33](=[CH:34][CH:35]=[CH:36][CH:37]=4)[NH:32][C:31]3=[O:40])[CH2:26][CH2:25]2)=[O:23])[CH:3]=1.CN(C)C=O.C(Cl)(=O)C(Cl)=O.[NH:61]1[CH2:66][CH2:65][CH2:64][CH2:63][CH2:62]1. Product: [O:40]=[C:31]1[N:30]([CH:27]2[CH2:26][CH2:25][N:24]([C:22]([O:21][CH:20]([C:41]3[CH:42]=[C:43]([C:44]([N:61]4[CH2:66][CH2:65][CH2:64][CH2:63][CH2:62]4)=[O:46])[CH:47]=[CH:48][N:49]=3)[CH2:19][C:4]3[CH:5]=[C:6]4[C:10](=[C:2]([CH3:1])[CH:3]=3)[NH:9][N:8]=[CH:7]4)=[O:23])[CH2:29][CH2:28]2)[CH2:39][C:38]2[C:33](=[CH:34][CH:35]=[CH:36][CH:37]=2)[NH:32]1. The catalyst class is: 2. (3) Reactant: [ClH:1].[NH2:2][C:3]1[S:4][C:5]([C:16]2[CH:21]=[CH:20][N:19]=[C:18]([NH:22][C:23](=[O:30])[C:24]3[CH:29]=[CH:28][CH:27]=[CH:26][CH:25]=3)[CH:17]=2)=[C:6]([C:8]2[CH:13]=[C:12]([CH3:14])[CH:11]=[C:10]([CH3:15])[CH:9]=2)[N:7]=1. Product: [ClH:1].[NH2:2][C:3]1[S:4][C:5]([C:16]2[CH:21]=[CH:20][N:19]=[C:18]([NH:22][C:23](=[O:30])[C:24]3[CH:29]=[CH:28][CH:27]=[CH:26][CH:25]=3)[CH:17]=2)=[C:6]([C:8]2[CH:13]=[C:12]([CH3:14])[CH:11]=[C:10]([CH3:15])[CH:9]=2)[N:7]=1. The catalyst class is: 5. (4) Reactant: ClC1C=C(C=CC=1)C[N:6]1[CH:10]=[C:9]([CH3:11])[C:8]([C:12]2[CH:17]=[CH:16][C:15]([Cl:18])=[CH:14][CH:13]=2)=[C:7]1[C:19]([O:21][CH2:22][CH3:23])=[O:20].[H-].[Na+].ClC1C=C(C=CC=1)CBr. Product: [Cl:18][C:15]1[CH:16]=[CH:17][C:12]([C:8]2[C:9]([CH3:11])=[CH:10][NH:6][C:7]=2[C:19]([O:21][CH2:22][CH3:23])=[O:20])=[CH:13][CH:14]=1. The catalyst class is: 3. (5) Reactant: [CH3:1][C:2]1[C:11](Br)=[C:10]([C:13]2[C:22]3[C:17](=[CH:18][CH:19]=[CH:20][CH:21]=3)[CH:16]=[CH:15][C:14]=2Br)[C:9]2[C:4](=[CH:5][CH:6]=[CH:7][CH:8]=2)[CH:3]=1.[Li+].[Cl-:25].[ClH:26]. Product: [CH3:1][C:2]1[C:11]([Cl:25])=[C:10]([C:13]2[C:22]3[C:17](=[CH:18][CH:19]=[CH:20][CH:21]=3)[CH:16]=[CH:15][C:14]=2[Cl:26])[C:9]2[C:4](=[CH:5][CH:6]=[CH:7][CH:8]=2)[CH:3]=1. The catalyst class is: 3.